This data is from Full USPTO retrosynthesis dataset with 1.9M reactions from patents (1976-2016). The task is: Predict the reactants needed to synthesize the given product. (1) Given the product [CH3:21][O:20][C:17]1[CH:18]=[C:19]2[C:14]([N:13]=[CH:12][C:11](=[O:22])[N:10]2[CH2:9][CH2:8][N:5]2[CH2:4][CH2:3][CH:2]([NH:1][CH2:34][C:32]3[CH:31]=[CH:30][C:27]4[O:28][CH2:29][C:24](=[O:23])[NH:25][C:26]=4[N:33]=3)[CH2:7][CH2:6]2)=[CH:15][CH:16]=1, predict the reactants needed to synthesize it. The reactants are: [NH2:1][CH:2]1[CH2:7][CH2:6][N:5]([CH2:8][CH2:9][N:10]2[C:19]3[C:14](=[CH:15][CH:16]=[C:17]([O:20][CH3:21])[CH:18]=3)[N:13]=[CH:12][C:11]2=[O:22])[CH2:4][CH2:3]1.[O:23]=[C:24]1[CH2:29][O:28][C:27]2[CH:30]=[CH:31][C:32]([CH:34]=O)=[N:33][C:26]=2[NH:25]1.C(O[BH-](OC(=O)C)OC(=O)C)(=O)C.[Na+]. (2) Given the product [CH2:1]([N:8]1[C:16]2[C:11](=[CH:12][CH:13]=[C:14]([C:17]3[CH:22]=[CH:21][C:20]([O:23][CH2:38][C:39]#[N:40])=[CH:19][CH:18]=3)[CH:15]=2)[C:10]([CH3:24])=[C:9]1[C:25]1[CH:30]=[CH:29][CH:28]=[CH:27][CH:26]=1)[C:2]1[CH:3]=[CH:4][CH:5]=[CH:6][CH:7]=1, predict the reactants needed to synthesize it. The reactants are: [CH2:1]([N:8]1[C:16]2[C:11](=[CH:12][CH:13]=[C:14]([C:17]3[CH:22]=[CH:21][C:20]([OH:23])=[CH:19][CH:18]=3)[CH:15]=2)[C:10]([CH3:24])=[C:9]1[C:25]1[CH:30]=[CH:29][CH:28]=[CH:27][CH:26]=1)[C:2]1[CH:7]=[CH:6][CH:5]=[CH:4][CH:3]=1.C([O-])([O-])=O.[K+].[K+].Br[CH2:38][C:39]#[N:40]. (3) Given the product [F:30][C:31]([F:50])([F:49])[S:32]([O:29][C:26]1[CH2:27][CH2:28][CH:23]([O:22][CH:19]([CH3:21])[CH3:20])[CH2:24][CH:25]=1)(=[O:34])=[O:33], predict the reactants needed to synthesize it. The reactants are: [Li]CCCC.CCCCCC.C(NC(C)C)(C)C.[CH:19]([O:22][CH:23]1[CH2:28][CH2:27][C:26](=[O:29])[CH2:25][CH2:24]1)([CH3:21])[CH3:20].[F:30][C:31]([F:50])([F:49])[S:32](N(C1C=CC=CN=1)[S:32]([C:31]([F:50])([F:49])[F:30])(=[O:34])=[O:33])(=[O:34])=[O:33]. (4) The reactants are: [C:1](Cl)(=O)[C:2](Cl)=O.[CH3:7][N:8]([CH3:11])[CH:9]=O.N1[CH:17]=[CH:16][CH:15]=[CH:14][CH:13]=1.[F:18][C:19]([F:33])([F:32])[C:20](=[N:22][NH:23][C:24]1[CH:29]=[CH:28][C:27]([O:30][CH3:31])=[CH:26][CH:25]=1)[NH2:21].Cl[CH2:35]Cl. Given the product [CH3:31][O:30][C:27]1[CH:26]=[CH:25][C:24]([N:23]2[C:35]([C:15]3[CH:16]=[CH:17][C:7]([N:8]4[CH:11]=[CH:2][CH:1]=[CH:9]4)=[CH:13][CH:14]=3)=[N:21][C:20]([C:19]([F:32])([F:33])[F:18])=[N:22]2)=[CH:29][CH:28]=1, predict the reactants needed to synthesize it. (5) Given the product [N+:1]([C:4]1[CH:5]=[CH:6][CH:7]=[C:8]2[C:12]=1[N:11]([CH2:25][C:26]([O:28][CH3:29])=[O:27])[CH:10]=[C:9]2[CH2:13][C:14]([O:16][CH3:17])=[O:15])([O-:3])=[O:2], predict the reactants needed to synthesize it. The reactants are: [N+:1]([C:4]1[CH:5]=[CH:6][CH:7]=[C:8]2[C:12]=1[NH:11][CH:10]=[C:9]2[CH2:13][C:14]([O:16][CH3:17])=[O:15])([O-:3])=[O:2].C(=O)([O-])[O-].[Cs+].[Cs+].Br[CH2:25][C:26]([O:28][CH3:29])=[O:27]. (6) The reactants are: ClC1C=CC=C(C(OO)=[O:9])C=1.[Br:12][C:13]1[CH:14]=[C:15]2[N:21]([CH3:22])[CH:20]=[CH:19][C:16]2=[N:17][CH:18]=1. Given the product [Br:12][C:13]1[CH:14]=[C:15]2[N:21]([CH3:22])[CH:20]=[CH:19][C:16]2=[N+:17]([O-:9])[CH:18]=1, predict the reactants needed to synthesize it. (7) Given the product [CH:16]([S:17]([N:8]1[CH2:13][CH2:12][CH2:11][CH2:10][CH2:9]1)(=[O:19])=[O:18])=[CH2:15], predict the reactants needed to synthesize it. The reactants are: C(N(CC)CC)C.[NH:8]1[CH2:13][CH2:12][CH2:11][CH2:10][CH2:9]1.Cl[CH2:15][CH2:16][S:17](Cl)(=[O:19])=[O:18]. (8) Given the product [Cl:34][C:30]1[CH:29]=[C:28]2[C:33]([C@@:25]3([C@@H:14]([C:12]4[CH:11]=[C:6]([C:7](=[O:8])[NH:52][CH3:50])[CH:5]=[C:4]([Cl:3])[CH:13]=4)[C@H:15]([C:36]([NH:37][C@H:38]4[CH2:39][CH2:40][C@H:41]([OH:44])[CH2:42][CH2:43]4)=[O:45])[NH:16][C:17]43[CH2:18][CH2:19][C:20]([CH3:23])([CH3:24])[CH2:21][CH2:22]4)[C:26](=[O:35])[NH:27]2)=[CH:32][CH:31]=1, predict the reactants needed to synthesize it. The reactants are: [OH-].[Na+].[Cl:3][C:4]1[CH:5]=[C:6]([CH:11]=[C:12]([C@@H:14]2[C@@:25]3([C:33]4[C:28](=[CH:29][C:30]([Cl:34])=[CH:31][CH:32]=4)[NH:27][C:26]3=[O:35])[C:17]3([CH2:22][CH2:21][C:20]([CH3:24])([CH3:23])[CH2:19][CH2:18]3)[NH:16][C@H:15]2[C:36](=[O:45])[NH:37][C@H:38]2[CH2:43][CH2:42][C@H:41]([OH:44])[CH2:40][CH2:39]2)[CH:13]=1)[C:7](OC)=[O:8].Cl.Cl.CN.[CH2:50]([N:52](CC)CC)C.Cl.C(N=C=NCCCN(C)C)C.C(=O)(O)[O-].[Na+].